From a dataset of Full USPTO retrosynthesis dataset with 1.9M reactions from patents (1976-2016). Predict the reactants needed to synthesize the given product. (1) Given the product [C:1]([O:5][C:6]([N:8]1[C:12]2[N:13]=[C:14]([C:25]3[CH:30]=[CH:29][C:28]([O:31][CH3:32])=[C:27]([F:33])[CH:26]=3)[N:15]=[C:16]([CH2:34][CH3:35])[C:11]=2[CH2:10][CH2:9]1)=[O:7])([CH3:4])([CH3:2])[CH3:3], predict the reactants needed to synthesize it. The reactants are: [C:1]([O:5][C:6]([N:8]1[C:12]2[N:13]=[C:14]([C:25]3[CH:30]=[CH:29][C:28]([O:31][CH3:32])=[C:27]([F:33])[CH:26]=3)[N:15]=[C:16](OS(C(F)(F)F)(=O)=O)[C:11]=2[CH2:10][CH2:9]1)=[O:7])([CH3:4])([CH3:3])[CH3:2].[CH2:34]([Zn]CC)[CH3:35].CCCCCC. (2) Given the product [O:40]1[CH:41]=[CH:42][C:38]([C:35]2[CH:36]=[CH:37][C:32]([CH2:31][N:15]3[C:14](=[O:17])[N:11]4[N:12]=[CH:13][C:8]([C:5]5[CH:6]=[CH:7][C:2]([Cl:1])=[CH:3][CH:4]=5)=[C:9]([C:18]5[CH:23]=[CH:22][N:21]=[CH:20][CH:19]=5)[C:10]4=[N:16]3)=[CH:33][CH:34]=2)=[N:39]1, predict the reactants needed to synthesize it. The reactants are: [Cl:1][C:2]1[CH:7]=[CH:6][C:5]([C:8]2[CH:13]=[N:12][N:11]3[C:14](=[O:17])[NH:15][N:16]=[C:10]3[C:9]=2[C:18]2[CH:23]=[CH:22][N:21]=[CH:20][CH:19]=2)=[CH:4][CH:3]=1.C(=O)([O-])[O-].[K+].[K+].Br[CH2:31][C:32]1[CH:37]=[CH:36][C:35]([C:38]2[CH:42]=[CH:41][O:40][N:39]=2)=[CH:34][CH:33]=1. (3) Given the product [CH3:13][O:14][C@@H:15]([CH3:18])[CH2:16][O:17][C:2]1[CH:12]=[CH:11][C:5]([C:6]([OH:8])=[O:7])=[CH:4][N:3]=1, predict the reactants needed to synthesize it. The reactants are: Cl[C:2]1[CH:12]=[CH:11][C:5]([C:6]([O:8]CC)=[O:7])=[CH:4][N:3]=1.[CH3:13][O:14][C@@H:15]([CH3:18])[CH2:16][OH:17].[OH-].[Li+].